This data is from Forward reaction prediction with 1.9M reactions from USPTO patents (1976-2016). The task is: Predict the product of the given reaction. (1) Given the reactants [F:1][C:2]1[CH:7]=[C:6]([F:8])[CH:5]=[CH:4][C:3]=1[N:9]1[CH2:14][CH2:13][NH:12][CH2:11][CH2:10]1.Cl[C:16]1[CH:17]=[CH:18][C:19]2[N:20]([C:22]([C:25]([F:28])([F:27])[F:26])=[N:23][N:24]=2)[N:21]=1, predict the reaction product. The product is: [F:1][C:2]1[CH:7]=[C:6]([F:8])[CH:5]=[CH:4][C:3]=1[N:9]1[CH2:10][CH2:11][N:12]([C:16]2[CH:17]=[CH:18][C:19]3[N:20]([C:22]([C:25]([F:26])([F:28])[F:27])=[N:23][N:24]=3)[N:21]=2)[CH2:13][CH2:14]1. (2) Given the reactants [C:1]([C:3]1[CH:11]=[CH:10][C:6]([C:7]([OH:9])=O)=[CH:5][CH:4]=1)#[N:2].O[C:13]1[C:21]2[N:20]=N[NH:18][C:17]=2[CH:16]=[CH:15][CH:14]=1.C(N(CC)CC)C.C1(N)C=CC=CC=1N, predict the reaction product. The product is: [NH2:18][C:17]1[CH:16]=[CH:15][CH:14]=[CH:13][C:21]=1[NH:20][C:7](=[O:9])[C:6]1[CH:5]=[CH:4][C:3]([C:1]#[N:2])=[CH:11][CH:10]=1. (3) Given the reactants C([NH:14][CH:15]1[CH2:20][CH2:19][N:18]([CH2:21][C:22]2[CH:27]=[CH:26][C:25]([O:28][CH3:29])=[CH:24][C:23]=2[O:30][CH3:31])[C:17](=[O:32])[CH2:16]1)(C1C=CC=CC=1)C1C=CC=CC=1.Cl, predict the reaction product. The product is: [NH2:14][CH:15]1[CH2:20][CH2:19][N:18]([CH2:21][C:22]2[CH:27]=[CH:26][C:25]([O:28][CH3:29])=[CH:24][C:23]=2[O:30][CH3:31])[C:17](=[O:32])[CH2:16]1. (4) Given the reactants [CH3:1][O:2][CH2:3][C:4]1([CH2:7][CH2:8][CH2:9][CH2:10][CH2:11][CH2:12][CH2:13][CH2:14][CH2:15][CH2:16][CH2:17][CH2:18][C:19]2([C:22]([OH:24])=O)[CH2:21][CH2:20]2)[CH2:6][CH2:5]1.C(N1C=CN=C1)(N1C=CN=C1)=O.C1CCN2C(=NCCC2)CC1.[CH3:48][S:49]([NH2:52])(=[O:51])=[O:50], predict the reaction product. The product is: [CH3:1][O:2][CH2:3][C:4]1([CH2:7][CH2:8][CH2:9][CH2:10][CH2:11][CH2:12][CH2:13][CH2:14][CH2:15][CH2:16][CH2:17][CH2:18][C:19]2([C:22]([NH:52][S:49]([CH3:48])(=[O:51])=[O:50])=[O:24])[CH2:21][CH2:20]2)[CH2:6][CH2:5]1. (5) Given the reactants [CH3:1][O:2][CH2:3][CH2:4][O:5][C:6]1[CH:7]=[N:8][C:9]2[CH:10]=[CH:11][NH:12][C:13](=[O:16])[C:14]=2[CH:15]=1.[ClH:17].O=C1N([CH:29]([CH3:33])[C:30]([OH:32])=[O:31])C=CC2N=CC=CC1=2, predict the reaction product. The product is: [ClH:17].[CH3:1][O:2][CH2:3][CH2:4][O:5][C:6]1[CH:7]=[N:8][C:9]2[CH:10]=[CH:11][N:12]([CH:29]([CH3:33])[C:30]([OH:32])=[O:31])[C:13](=[O:16])[C:14]=2[CH:15]=1. (6) Given the reactants [F:1][C:2]([F:17])([F:16])[C:3](Cl)=[N:4][NH:5][C:6]1[CH:11]=[CH:10][C:9]([N+:12]([O-:14])=[O:13])=[CH:8][CH:7]=1.NC1NN=NN=1.[CH2:24]([N:26](CC)CC)[CH3:25].C(=O)(O)[O-].[Na+], predict the reaction product. The product is: [N+:12]([C:9]1[CH:10]=[CH:11][C:6]([N:5]2[C:24]([NH2:26])=[CH:25][C:3]([C:2]([F:17])([F:16])[F:1])=[N:4]2)=[CH:7][CH:8]=1)([O-:14])=[O:13]. (7) The product is: [O:15]1[CH:17]=[CH:16][C:13]([C:11]2([CH3:30])[O:10][CH2:8][CH2:9][O:12]2)=[CH:14]1. Given the reactants C[N+]1(CCCS([O-])(=O)=O)[C@@H]2C[C@@H:8]([O:10][C:11]([CH:13]([C:16]3[CH:17]=CC=CC=3)[CH2:14][OH:15])=[O:12])[CH2:9][C@H]1CC2.O.[C:30]1(C)C=CC(S(O)(=O)=O)=CC=1.C(O)CO, predict the reaction product.